Dataset: Drug-target binding data from BindingDB using Ki measurements. Task: Regression. Given a target protein amino acid sequence and a drug SMILES string, predict the binding affinity score between them. We predict pKi (pKi = -log10(Ki in M); higher means stronger inhibition). Dataset: bindingdb_ki. (1) The drug is Nc1ccc(C(=O)Nc2cc3c4c(cccc4c2)C(=O)OC3=O)cc1. The target protein (P04818) has sequence MPVAGSELPRRPLPPAAQERDAEPRPPHGELQYLGQIQHILRCGVRKDDRTGTGTLSVFGMQARYSLRDEFPLLTTKRVFWKGVLEELLWFIKGSTNAKELSSKGVKIWDANGSRDFLDSLGFSTREEGDLGPVYGFQWRHFGAEYRDMESDYSGQGVDQLQRVIDTIKTNPDDRRIIMCAWNPRDLPLMALPPCHALCQFYVVNSELSCQLYQRSGDMGLGVPFNIASYALLTYMIAHITGLKPGDFIHTLGDAHIYLNHIEPLKIQLQREPRPFPKLRILRKVEKIDDFKAEDFQIEGYNPHPTIKMEMAV. The pKi is 3.1. (2) The small molecule is COc1ccc(S(=O)(=O)N(CC(C)C)C[C@@H](O)[C@H](Cc2ccccc2)NC(=O)[C@@H]2CN(c3ccc(C(C)=O)cc3)C(=O)O2)cc1F. The target protein sequence is PQITLWKRPLVTIRIGGQLKEALLDTGADDTVLEEMNLPGKWKPKMIGGIGGFIKVRQYDQIPIEICGHKAIGTVLVGPTPVNIIGRNLLTQIGCTLNF. The pKi is 9.7. (3) The drug is COC1(NC(=O)Cc2cccs2)C(=O)N2C(C(=O)[O-])=C(COC(N)=O)CSC21. The target protein sequence is MNVITKCVFTASALLMLGLSSFVVSAQSPLLKEQIETIVTGKKATVGVAVWGPDDLEPLLLNPFEKFPMQSVFKLHLAMLVLHQVDQGKLDLNQSVTVNRAAVLQNTWSPMMKDHQGDEFTVAVQQLLQYSVSHSDNVACDLLFELVGGPQALHAYIQSLGVKEAAVVANEAQMHADDQVQYQNWTSMKAAAQVLQKFEQKKQLSETSQALLWKWMVETTTGPQRLKGLLPAGTIVAHKTGTSGVRAGKTAATNDAGVIMLPDGRPLLVAVFVKDSAESERTNEAIIAQVAQAAYQFELKKLSAVSPD. The pKi is 6.8. (4) The small molecule is COc1cc2nc(N3CCN(C(=O)C4CCCO4)CC3)nc(N)c2cc1OC. The target protein (A7MBE0) has sequence MLTVDDVLEQVGEFGWFQKQTFLILCLLSAAFAPIYVGIVFLAFTPDHRCRSPGVAELSRRCGWSLAEELNYTVPGPGPESQCLRYEVDWNQSTLGCLDPLASLATNGSPLPLGPCEQGWVYDTPGSSIVTEFNLVCDDSWKVDLFQSCVNLGFFLGSLGVGYIADRFGRKVCLLATTLTCASLGVLTAVAPDYTSLLIFRLLQGLVSKGSWTAGYTLITEFVGLGYRRTVAILYQMAFTVGLVLLSGLAYILPHWRWLQLAVSLPIFLLLFRFWFVPESPRWLLSQKRNTEAIKIMDHIAQKNGKLPPADLKMLSLEEDVTEKLSPSFIDLFRTPNLRKYTFILMYLWFTSSVVYQGLIMHVGATGGNLYLDFLYSALVEFPAGFIILVTIDRFGRRYPLATSNLAAGLACFLMIFIPHDLPWLNIMVACVGRMGITIVFQMVCLVNAELFPTFIRNLGMMVCSSLCDLGGVLTPFLVFRLMEVWQGSPLILFAALGLV.... The pKi is 7.5. (5) The compound is N[C@@H](Cc1cnc[nH]1)C(=O)Cc1ccccc1. The target protein (P24226) has sequence MSFDLSRLSLTSSPRLSFLTRTATKKGFVRCSMKSYRLSELSFSQVENLKARPRIDFSSIFTTVNPIIDAVRSKGDTAVKEYTERFDKVQLNKVVEDVSELDIPELDSAVKEAFDVAYDNIYAFHFAQMSTEKSVENMKGVRCKRVSRSIGSVGLYVPGGTAVLPSTALMLAIPAQIAGCKTVVLATPPTKEGSICKEVLYCAKRAGVTHILKAGGAQAIAAMAWGTDSCPKVEKIFGPGNQYVTAAKMILQNSEAMVSIDMPAGPSEVLVIADEHASPVYIAADLLSQAEHGPDSQVVLVVVGDGVNLKAIEEEIAKQCKSLPRGEFASKALSHSFTVFARDMIEAITFSNLYAPEHLIINVKDAEKWEGLIENAGSVFIGPWTPESVGDYASGTNHVLPTYGYARMYSGVSLDSFLKFMTVQSLTEEGLRNLGPYVATMAEIEGLDAHKRAVTLRLKDIEAKQTQTK. The pKi is 8.1. (6) The small molecule is Clc1ccc(Nc2ccc([C@H]3CNCCO3)cc2)nc1. The target protein (Q923X8) has sequence MATDDDRFPWDQDSILSRDLLSASSMQLCYEKLNRSCVRSPYSPGPRLILYAVFGFGAVLAVCGNLLVMTSILHFRQLHSPANFLVASLACADFLVGLTVMPFSMVRSVEGCWYFGDIYCKFHSSFDGSFCYSSIFHLCFISADRYIAVSDPLIYPTRFTASVSGKCITFSWLLSIIYSFSLFYTGVNEAGLEDLVSALTCVGGCQIAVNQSWVFINFLLFLVPALVMMTVYSKIFLIAKQQAQNIEKMGKQTARASESYKDRVAKRERKAAKTLGIAVAAFLLSWLPYFIDSIIDAFLGFVTPTYVYEILVWIGYYNSAMNPLIYAFFYPWFRKAIKLIVTGKILRENSSATNLFPE. The pKi is 7.3.